This data is from Reaction yield outcomes from USPTO patents with 853,638 reactions. The task is: Predict the reaction yield, written as a fraction of the theoretical maximum amount of product (1.0 means a 100% yield; for example, 0.34 means a 34% yield). (1) The reactants are [CH:1]1[C:6]([C:7]#[N:8])=[CH:5][C:4](Br)=[N:3][CH:2]=1.[CH3:10][Sn:11]([CH3:17])([CH3:16])[Sn:11]([CH3:17])([CH3:16])[CH3:10]. The product is [CH3:10][Sn:11]([CH3:17])([CH3:16])[C:4]1[CH:5]=[C:6]([CH:1]=[CH:2][N:3]=1)[C:7]#[N:8]. The catalyst is C1(C)C=CC=CC=1.C1C=CC([P]([Pd]([P](C2C=CC=CC=2)(C2C=CC=CC=2)C2C=CC=CC=2)([P](C2C=CC=CC=2)(C2C=CC=CC=2)C2C=CC=CC=2)[P](C2C=CC=CC=2)(C2C=CC=CC=2)C2C=CC=CC=2)(C2C=CC=CC=2)C2C=CC=CC=2)=CC=1. The yield is 0.740. (2) The catalyst is C(Cl)Cl. The yield is 0.0573. The product is [C:22]([C:26]1[CH:27]=[CH:28][C:29]([CH2:30][NH:31][C:18]([NH:1][C:2]2[C:3]3[C:8](=[C:7]([OH:12])[CH:6]=[CH:5][CH:4]=3)[CH:9]=[CH:10][CH:11]=2)=[S:19])=[CH:32][CH:33]=1)([CH3:25])([CH3:23])[CH3:24]. The reactants are [NH2:1][C:2]1[CH:11]=[CH:10][CH:9]=[C:8]2[C:3]=1[CH:4]=[CH:5][CH:6]=[C:7]2[OH:12].C(=O)([O-])O.[Na+].[C:18](Cl)(Cl)=[S:19].[C:22]([C:26]1[CH:33]=[CH:32][C:29]([CH2:30][NH2:31])=[CH:28][CH:27]=1)([CH3:25])([CH3:24])[CH3:23]. (3) The reactants are C(OC([N:8]1[C:16]2[CH:15]=[C:14]([C:17]3[O:18][C:19]([C:22]([OH:24])=O)=[CH:20][CH:21]=3)[N:13]=[CH:12][C:11]=2[CH:10]=[CH:9]1)=O)(C)(C)C.F[B-](F)(F)F.N1(OC(N(C)C)=[N+](C)C)[C:34]2[CH:35]=[CH:36][CH:37]=[CH:38][C:33]=2N=N1.C[CH2:48][N:49](C(C)C)C(C)C.[CH3:56][N:57]([CH:59]=[O:60])C. No catalyst specified. The product is [CH:33]1([C@H:48]([NH:49][C:22]([C:19]2[O:18][C:17]([C:14]3[N:13]=[CH:12][C:11]4[CH:10]=[CH:9][NH:8][C:16]=4[CH:15]=3)=[CH:21][CH:20]=2)=[O:24])[C:59](=[O:60])[NH:57][CH3:56])[CH2:34][CH2:35][CH2:36][CH2:37][CH2:38]1. The yield is 0.0800. (4) The reactants are F[C:2]1[CH:7]=[CH:6][C:5]([N+:8]([O-:10])=[O:9])=[C:4]([O:11][CH3:12])[CH:3]=1.[CH3:13][NH:14][CH2:15][CH2:16][NH:17][CH3:18].[H-].[Na+]. The catalyst is CC(N(C)C)=O. The product is [CH3:12][O:11][C:4]1[CH:3]=[C:2]([N:14]([CH3:13])[CH2:15][CH2:16][NH:17][CH3:18])[CH:7]=[CH:6][C:5]=1[N+:8]([O-:10])=[O:9]. The yield is 0.570.